This data is from Full USPTO retrosynthesis dataset with 1.9M reactions from patents (1976-2016). The task is: Predict the reactants needed to synthesize the given product. Given the product [CH3:31][N:32]1[CH2:37][CH2:36][N:35]([C:20]([C:16]2[CH:15]=[C:14]([O:13][C:12]3[CH:11]=[CH:10][C:9]([NH:8][C:6]4[CH:5]=[C:4]([C:25]5[CH:26]=[CH:27][CH:28]=[CH:29][CH:30]=5)[N:3]=[C:2]([NH2:1])[N:7]=4)=[CH:24][CH:23]=3)[CH:19]=[CH:18][N:17]=2)=[O:22])[CH2:34][CH2:33]1, predict the reactants needed to synthesize it. The reactants are: [NH2:1][C:2]1[N:7]=[C:6]([NH:8][C:9]2[CH:24]=[CH:23][C:12]([O:13][C:14]3[CH:19]=[CH:18][N:17]=[C:16]([C:20]([OH:22])=O)[CH:15]=3)=[CH:11][CH:10]=2)[CH:5]=[C:4]([C:25]2[CH:30]=[CH:29][CH:28]=[CH:27][CH:26]=2)[N:3]=1.[CH3:31][N:32]1[CH2:37][CH2:36][NH:35][CH2:34][CH2:33]1.